This data is from Full USPTO retrosynthesis dataset with 1.9M reactions from patents (1976-2016). The task is: Predict the reactants needed to synthesize the given product. (1) The reactants are: CO[C:3](=[O:24])[C:4]1[CH:9]=[CH:8][C:7]([O:10][CH2:11][C:12]2[C:13]([C:18]3[CH:23]=[CH:22][CH:21]=[CH:20][CH:19]=3)=[N:14][O:15][C:16]=2[CH3:17])=[N:6][CH:5]=1.[NH2:25][CH2:26][CH2:27][CH2:28][CH2:29][OH:30].N12CCCNC1=NCCC2.C(=O)(O)[O-].[Na+]. Given the product [OH:30][CH2:29][CH2:28][CH2:27][CH2:26][NH:25][C:3](=[O:24])[C:4]1[CH:9]=[CH:8][C:7]([O:10][CH2:11][C:12]2[C:13]([C:18]3[CH:19]=[CH:20][CH:21]=[CH:22][CH:23]=3)=[N:14][O:15][C:16]=2[CH3:17])=[N:6][CH:5]=1, predict the reactants needed to synthesize it. (2) Given the product [CH3:15][O:16][C:17](=[O:20])[CH2:18][N:2]1[CH:6]=[CH:5][N:4]=[C:3]1[C:7]1[N:8]=[CH:9][CH:10]=[CH:11][N:12]=1, predict the reactants needed to synthesize it. The reactants are: Cl.[NH:2]1[CH:6]=[CH:5][N:4]=[C:3]1[C:7]1[N:12]=[CH:11][CH:10]=[CH:9][N:8]=1.[H-].[Na+].[CH3:15][O:16][C:17](=[O:20])[CH2:18]Br.[NH4+].[Cl-]. (3) Given the product [Cl:1][C:2]1[CH:3]=[C:4]([S:9]([NH:12][C:13]2[C:14]([C:19]([N:22]3[CH2:27][CH2:26][O:25][CH2:24][CH2:23]3)=[O:21])=[N:15][CH:16]=[CH:17][N:18]=2)(=[O:10])=[O:11])[CH:5]=[CH:6][C:7]=1[Cl:8], predict the reactants needed to synthesize it. The reactants are: [Cl:1][C:2]1[CH:3]=[C:4]([S:9]([NH:12][C:13]2[C:14]([C:19]([OH:21])=O)=[N:15][CH:16]=[CH:17][N:18]=2)(=[O:11])=[O:10])[CH:5]=[CH:6][C:7]=1[Cl:8].[NH:22]1[CH2:27][CH2:26][O:25][CH2:24][CH2:23]1. (4) Given the product [N+:20]([C:17]1[CH:18]=[CH:19][C:14]2[N:15]([CH:2]=[C:3]([C:4]([C:6]3[CH:11]=[CH:10][CH:9]=[CH:8][CH:7]=3)=[O:5])[N:13]=2)[CH:16]=1)([O-:22])=[O:21], predict the reactants needed to synthesize it. The reactants are: Br[CH2:2][C:3](=O)[C:4]([C:6]1[CH:11]=[CH:10][CH:9]=[CH:8][CH:7]=1)=[O:5].[NH2:13][C:14]1[CH:19]=[CH:18][C:17]([N+:20]([O-:22])=[O:21])=[CH:16][N:15]=1. (5) Given the product [CH3:39][N:40]([CH3:47])[CH2:41]/[CH:42]=[CH:43]/[C:32]([N:29]1[CH2:28][CH2:27][CH:26]([N:10]2[C:3]3[C:2]([O:24][C:21]4[CH:20]=[CH:19][C:18]([O:11][C:12]5[CH:17]=[CH:16][CH:15]=[CH:14][CH:13]=5)=[CH:23][CH:22]=4)=[N:7][CH:6]=[N:5][C:4]=3[CH:8]=[CH:9]2)[CH2:31][CH2:30]1)=[O:34], predict the reactants needed to synthesize it. The reactants are: Cl[C:2]1[C:3]2[NH:10][CH:9]=[CH:8][C:4]=2[N:5]=[CH:6][N:7]=1.[O:11]([C:18]1[CH:23]=[CH:22][C:21]([OH:24])=[CH:20][CH:19]=1)[C:12]1[CH:17]=[CH:16][CH:15]=[CH:14][CH:13]=1.O[CH:26]1[CH2:31][CH2:30][N:29]([C:32]([O:34]C(C)(C)C)=O)[CH2:28][CH2:27]1.[CH3:39][N:40]([CH3:47])[CH2:41]/[CH:42]=[CH:43]/C(O)=O. (6) Given the product [Br:20][CH2:12][C:4]1[CH:3]=[C:2]([Cl:1])[CH:11]=[CH:10][C:5]=1[C:6]([O:8][CH3:9])=[O:7], predict the reactants needed to synthesize it. The reactants are: [Cl:1][C:2]1[CH:11]=[CH:10][C:5]([C:6]([O:8][CH3:9])=[O:7])=[C:4]([CH3:12])[CH:3]=1.C1C(=O)N([Br:20])C(=O)C1.CC(N=NC(C#N)(C)C)(C#N)C. (7) Given the product [NH2:16][CH:12]1[CH2:13][CH2:14][CH2:15][CH:8]([OH:7])[CH2:9][CH2:10][CH2:11]1, predict the reactants needed to synthesize it. The reactants are: Cl.C([Si](C)(C)[O:7][CH:8]1[CH2:15][CH2:14][CH2:13][CH:12]([NH2:16])[CH2:11][CH2:10][CH2:9]1)(C)(C)C. (8) Given the product [CH3:66][N:104]([C:103]1[CH:118]=[CH:119][C:100]([C:98]([NH:97][C@H:93]([C:94]([OH:96])=[O:95])[CH2:92][CH2:91][C:90]([OH:121])=[O:120])=[O:99])=[CH:101][CH:102]=1)[CH2:105][C:4]1[CH:5]=[N:6][C:1]2[N:43]=[C:42]([NH2:44])[N:41]=[C:20]([NH2:21])[C:2]=2[N:3]=1, predict the reactants needed to synthesize it. The reactants are: [CH2:1]1[N:6](CCO)[CH2:5][CH2:4][N:3](CCS(O)(=O)=O)[CH2:2]1.N[C@H](C(O)=O)CC[C:20](=O)[NH2:21].C[C@@H]1O[C@@H](O[C@H]2[C@H](O)[C@@H](O)[C@H]([NH:41][C:42]([NH2:44])=[NH:43])[C@@H](O)[C@@H]2[NH:41][C:42]([NH2:44])=[NH:43])[C@H](O[C@@H]2O[C@@H](CO)[C@H](O)[C@@H](O)[C@@H]2NC)[C@@]1(O)C=O.[CH3:66]C1(C)S[C@@H]2[C@H](NC(CC3C=CC=CC=3)=O)C(=O)N2[C@H]1C([O-])=O.[K+].[C:90]([O-:121])(=[O:120])[CH2:91][CH2:92][C@H:93]([NH:97][C:98]([C:100]1[CH:119]=[CH:118][C:103]([NH:104][CH2:105]C2N=C3C(N=C(NC3=O)N)=NC=2)=[CH:102][CH:101]=1)=[O:99])[C:94]([OH:96])=[O:95]. (9) Given the product [F:37][C:36]([F:39])([F:38])[C:34]1[CH:33]=[C:5]([CH:4]=[C:3]([C:2]([F:40])([F:1])[F:41])[CH:35]=1)[CH2:6][N:7]([C:27]1[N:28]=[N:29][N:30]([CH3:32])[N:31]=1)[C@H:8]1[CH2:14][CH2:13][CH2:12][N:11]([CH2:15][CH2:16][O:17][C:48](=[O:50])[CH3:49])[C:10]2[CH:18]=[C:19]([C:23]([F:24])([F:25])[F:26])[C:20]([CH3:22])=[CH:21][C:9]1=2, predict the reactants needed to synthesize it. The reactants are: [F:1][C:2]([F:41])([F:40])[C:3]1[CH:4]=[C:5]([CH:33]=[C:34]([C:36]([F:39])([F:38])[F:37])[CH:35]=1)[CH2:6][N:7]([C:27]1[N:28]=[N:29][N:30]([CH3:32])[N:31]=1)[C@H:8]1[CH2:14][CH2:13][CH2:12][N:11]([CH2:15][CH2:16][OH:17])[C:10]2[CH:18]=[C:19]([C:23]([F:26])([F:25])[F:24])[C:20]([CH3:22])=[CH:21][C:9]1=2.N1C=CC=CC=1.[C:48](Cl)(=[O:50])[CH3:49]. (10) Given the product [CH2:1]([O:8][C:9]1[CH:14]=[CH:13][C:12]([C:15](=[O:31])[C@@H:16]([N:18]2[CH2:23][CH2:22][C:21]([OH:30])([C:24]3[CH:29]=[CH:28][CH:27]=[CH:26][CH:25]=3)[CH2:20][CH2:19]2)[CH3:17])=[CH:11][CH:10]=1)[C:2]1[CH:3]=[CH:4][CH:5]=[CH:6][CH:7]=1, predict the reactants needed to synthesize it. The reactants are: [CH2:1]([O:8][C:9]1[CH:14]=[CH:13][C:12]([C:15](=[O:31])[C@H:16]([N:18]2[CH2:23][CH2:22][C:21]([OH:30])([C:24]3[CH:29]=[CH:28][CH:27]=[CH:26][CH:25]=3)[CH2:20][CH2:19]2)[CH3:17])=[CH:11][CH:10]=1)[C:2]1[CH:7]=[CH:6][CH:5]=[CH:4][CH:3]=1.